From a dataset of Peptide-MHC class I binding affinity with 185,985 pairs from IEDB/IMGT. Regression. Given a peptide amino acid sequence and an MHC pseudo amino acid sequence, predict their binding affinity value. This is MHC class I binding data. The peptide sequence is SREKPYKEV. The MHC is Mamu-A07 with pseudo-sequence Mamu-A07. The binding affinity (normalized) is 0.